From a dataset of Forward reaction prediction with 1.9M reactions from USPTO patents (1976-2016). Predict the product of the given reaction. (1) Given the reactants [N+:1]([O-:4])([OH:3])=[O:2].O[C:6]12[CH2:15][CH:10]3[CH2:11][CH:12]([CH2:14][C:8]([C:16]([OH:18])=[O:17])([CH2:9]3)[CH2:7]1)[CH2:13]2, predict the reaction product. The product is: [N+:1]([O:4][C:10]12[CH2:15][CH:6]3[CH2:13][CH:12]([CH2:14][C:8]([C:16]([OH:18])=[O:17])([CH2:7]3)[CH2:9]1)[CH2:11]2)([O-:3])=[O:2]. (2) Given the reactants [CH3:1][O:2][C:3]1[CH:19]=[CH:18][C:6]([C:7]([C:9]23[O:16][C:15](=[O:17])[CH:14]2[CH2:13][CH2:12][CH2:11][CH2:10]3)=[O:8])=[CH:5][CH:4]=1.[CH:20]([NH2:24])([CH2:22][CH3:23])C.[CH3:25]OC(C)(C)C, predict the reaction product. The product is: [CH3:23][CH:22]([CH3:25])[CH2:20][NH:24][C:15]([CH:14]1[CH2:13][CH2:12][CH2:11][CH2:10][C:9]1([OH:16])[C:7](=[O:8])[C:6]1[CH:18]=[CH:19][C:3]([O:2][CH3:1])=[CH:4][CH:5]=1)=[O:17]. (3) Given the reactants [CH:1]1([NH:4][C:5](=[O:33])[NH:6][C:7]2[CH:31]=[CH:30][C:10]([O:11][C:12]3[CH:17]=[CH:16][N:15]=[C:14]4[CH:18]=[C:19]([C:21]5[CH:29]=[CH:28][C:24]([C:25]([OH:27])=O)=[CH:23][N:22]=5)[S:20][C:13]=34)=[C:9]([F:32])[CH:8]=2)[CH2:3][CH2:2]1.[Si:34]([O:41][C@@H:42]([C@H:46]([O:74][Si:75]([C:78]([CH3:81])([CH3:80])[CH3:79])([CH3:77])[CH3:76])[C@@H:47]([O:66][Si:67]([C:70]([CH3:73])([CH3:72])[CH3:71])([CH3:69])[CH3:68])[C@@H:48]([O:58][Si:59]([C:62]([CH3:65])([CH3:64])[CH3:63])([CH3:61])[CH3:60])[CH2:49][O:50][Si:51]([C:54]([CH3:57])([CH3:56])[CH3:55])([CH3:53])[CH3:52])[CH2:43][NH:44][CH3:45])([C:37]([CH3:40])([CH3:39])[CH3:38])([CH3:36])[CH3:35].CCN(C(C)C)C(C)C.CN(C(ON1N=NC2C=CC=NC1=2)=[N+](C)C)C.F[P-](F)(F)(F)(F)F, predict the reaction product. The product is: [CH:1]1([NH:4][C:5](=[O:33])[NH:6][C:7]2[CH:31]=[CH:30][C:10]([O:11][C:12]3[CH:17]=[CH:16][N:15]=[C:14]4[CH:18]=[C:19]([C:21]5[CH:29]=[CH:28][C:24]([C:25]([N:44]([CH3:45])[CH2:43][C@@H:42]([O:41][Si:34]([C:37]([CH3:40])([CH3:39])[CH3:38])([CH3:35])[CH3:36])[C@H:46]([O:74][Si:75]([C:78]([CH3:81])([CH3:80])[CH3:79])([CH3:76])[CH3:77])[C@@H:47]([O:66][Si:67]([C:70]([CH3:71])([CH3:72])[CH3:73])([CH3:69])[CH3:68])[C@@H:48]([O:58][Si:59]([C:62]([CH3:65])([CH3:64])[CH3:63])([CH3:60])[CH3:61])[CH2:49][O:50][Si:51]([C:54]([CH3:55])([CH3:56])[CH3:57])([CH3:53])[CH3:52])=[O:27])=[CH:23][N:22]=5)[S:20][C:13]=34)=[C:9]([F:32])[CH:8]=2)[CH2:2][CH2:3]1. (4) Given the reactants [CH2:1]([O:3][C:4](=[O:15])[CH2:5][CH2:6][C:7]1[CH:12]=[CH:11][C:10]([C:13]#[N:14])=[CH:9][N:8]=1)[CH3:2].Br[CH2:17][C:18](=O)[CH3:19].C(=O)([O-])O.[Na+].C(#N)C, predict the reaction product. The product is: [CH2:1]([O:3][C:4](=[O:15])[CH2:5][C:6]1[C:18]([CH3:19])=[CH:17][N:8]2[C:7]=1[CH:12]=[CH:11][C:10]([C:13]#[N:14])=[CH:9]2)[CH3:2]. (5) Given the reactants [S:1]1[CH:5]=[CH:4][CH:3]=[C:2]1[CH2:6][C:7]([OH:9])=O.CN(C(ON1N=NC2C=CC=NC1=2)=[N+](C)C)C.F[P-](F)(F)(F)(F)F.Cl.[CH2:35]([O:37][C:38](=[O:57])[C@H:39]([CH3:56])[CH2:40][C@H:41]([NH2:55])[CH2:42][C:43]1[CH:48]=[CH:47][C:46]([C:49]2[CH:54]=[CH:53][CH:52]=[CH:51][CH:50]=2)=[CH:45][CH:44]=1)[CH3:36].C(N(CC)CC)C, predict the reaction product. The product is: [CH2:35]([O:37][C:38](=[O:57])[C@H:39]([CH3:56])[CH2:40][C@H:41]([NH:55][C:7](=[O:9])[CH2:6][C:2]1[S:1][CH:5]=[CH:4][CH:3]=1)[CH2:42][C:43]1[CH:44]=[CH:45][C:46]([C:49]2[CH:54]=[CH:53][CH:52]=[CH:51][CH:50]=2)=[CH:47][CH:48]=1)[CH3:36]. (6) Given the reactants [CH2:1]([C:4]1[C:10]2[CH:11]=[CH:12][C:13]([OH:15])=[CH:14][C:9]=2[CH2:8][CH2:7][CH2:6][C:5]=1[C:16]1[CH:21]=[CH:20][C:19]([OH:22])=[CH:18][CH:17]=1)[CH:2]=[CH2:3], predict the reaction product. The product is: [OH:22][C:19]1[CH:18]=[CH:17][C:16]([CH:5]2[CH2:6][CH2:7][CH2:8][C:9]3[CH:14]=[C:13]([OH:15])[CH:12]=[CH:11][C:10]=3[CH:4]2[CH2:1][CH2:2][CH3:3])=[CH:21][CH:20]=1.